Dataset: Reaction yield outcomes from USPTO patents with 853,638 reactions. Task: Predict the reaction yield, written as a fraction of the theoretical maximum amount of product (1.0 means a 100% yield; for example, 0.34 means a 34% yield). (1) The reactants are [Li+].C[Si]([N-:6][Si](C)(C)C)(C)C.[N:11]1[CH:16]=[CH:15][CH:14]=[CH:13][C:12]=1[C:17]#[N:18].Cl. No catalyst specified. The product is [N:11]1[CH:16]=[CH:15][CH:14]=[CH:13][C:12]=1[C:17](=[NH:6])[NH2:18]. The yield is 0.830. (2) The reactants are C[CH:2]([N:6]1[C:10]([C:11]2[S:12][C:13]([C:16]3[CH:21]=[CH:20][CH:19]=[C:18]([S:22]([CH3:25])(=[O:24])=[O:23])[CH:17]=3)=[CH:14][CH:15]=2)=[CH:9][C:8]([C:26]([F:29])([F:28])[F:27])=[N:7]1)[C:3]([OH:5])=[O:4].[CH3:30][N:31]([CH3:35])[CH2:32][CH2:33]O.C(N(CC)CC)C. The catalyst is CS(C)=O.O. The product is [CH3:25][S:22]([C:18]1[CH:17]=[C:16]([C:13]2[S:12][C:11]([C:10]3[N:6]([CH2:2][C:3]([O:5][CH2:33][CH2:32][N:31]([CH3:35])[CH3:30])=[O:4])[N:7]=[C:8]([C:26]([F:27])([F:28])[F:29])[CH:9]=3)=[CH:15][CH:14]=2)[CH:21]=[CH:20][CH:19]=1)(=[O:24])=[O:23]. The yield is 0.0600. (3) The product is [CH3:17][C:10]1([C:11]([O:13][CH3:14])=[O:12])[CH2:15][O:16][C:19](=[O:21])[NH:9]1. The catalyst is C(Cl)Cl. The reactants are C(N(CC)CC)C.Cl.[NH2:9][C:10]([CH3:17])([CH2:15][OH:16])[C:11]([O:13][CH3:14])=[O:12].Cl[C:19](Cl)([O:21]C(=O)OC(Cl)(Cl)Cl)Cl.CCCCCC. The yield is 0.440. (4) The reactants are [C:1]1([S:7](Cl)(=[O:9])=[O:8])[CH:6]=[CH:5][CH:4]=[CH:3][CH:2]=1.[F:11][C:12]1[CH:18]=[CH:17][C:15]([NH2:16])=[CH:14][C:13]=1[N+:19]([O-:21])=[O:20]. The catalyst is N1C=CC=CC=1. The product is [F:11][C:12]1[CH:18]=[CH:17][C:15]([NH:16][S:7]([C:1]2[CH:6]=[CH:5][CH:4]=[CH:3][CH:2]=2)(=[O:9])=[O:8])=[CH:14][C:13]=1[N+:19]([O-:21])=[O:20]. The yield is 1.00. (5) The reactants are [Br:1][C:2]1[CH:10]=[CH:9][C:8]([C:11]([O:13][CH3:14])=[O:12])=[C:7]2[C:3]=1[C:4]([CH:15]=O)=[CH:5][NH:6]2.[CH3:17][O:18][C:19]1[CH:24]=[CH:23][C:22]([CH2:25][NH2:26])=[CH:21][CH:20]=1.CC(O)=O.[BH-](OC(C)=O)(OC(C)=O)OC(C)=O.[Na+]. The catalyst is ClCCCl.O. The product is [Br:1][C:2]1[CH:10]=[CH:9][C:8]([C:11]([O:13][CH3:14])=[O:12])=[C:7]2[C:3]=1[C:4]([CH2:15][NH:26][CH2:25][C:22]1[CH:23]=[CH:24][C:19]([O:18][CH3:17])=[CH:20][CH:21]=1)=[CH:5][NH:6]2. The yield is 0.800. (6) The reactants are [C:1]([C:9]1[CH:17]=[CH:16][C:12]([C:13](O)=[O:14])=[CH:11][CH:10]=1)(=[O:8])[C:2]1[CH:7]=[CH:6][CH:5]=[CH:4][CH:3]=1.S(Cl)([Cl:20])=O.C1(C)C=CC=CC=1. The catalyst is CN(C)C=O. The product is [C:1]([C:9]1[CH:17]=[CH:16][C:12]([C:13]([Cl:20])=[O:14])=[CH:11][CH:10]=1)(=[O:8])[C:2]1[CH:7]=[CH:6][CH:5]=[CH:4][CH:3]=1. The yield is 0.910.